This data is from Reaction yield outcomes from USPTO patents with 853,638 reactions. The task is: Predict the reaction yield, written as a fraction of the theoretical maximum amount of product (1.0 means a 100% yield; for example, 0.34 means a 34% yield). (1) The reactants are Cl[C:2]1[C:7]2[C:8]([CH3:11])=[N:9][NH:10][C:6]=2[CH:5]=[CH:4][N:3]=1.[CH3:12][O:13][C:14]1[CH:19]=[C:18]([O:20][CH3:21])[CH:17]=[CH:16][C:15]=1[CH2:22][NH2:23]. The catalyst is C(O)CCC. The product is [CH3:12][O:13][C:14]1[CH:19]=[C:18]([O:20][CH3:21])[CH:17]=[CH:16][C:15]=1[CH2:22][NH:23][C:2]1[C:7]2[C:8]([CH3:11])=[N:9][NH:10][C:6]=2[CH:5]=[CH:4][N:3]=1. The yield is 0.420. (2) The reactants are [CH3:1][O:2][C:3](=[O:17])[C:4]1[C:5](=[C:10]([N+:14]([O-])=O)[CH:11]=[CH:12][CH:13]=1)[C:6]([O:8][CH3:9])=[O:7]. The catalyst is CO.[Pd]. The product is [CH3:1][O:2][C:3](=[O:17])[C:4]1[C:5](=[C:10]([NH2:14])[CH:11]=[CH:12][CH:13]=1)[C:6]([O:8][CH3:9])=[O:7]. The yield is 1.00. (3) The reactants are S(Cl)(Cl)=O.[NH:5]1[C:9]2[CH:10]=[CH:11][C:12]([C:14]([OH:16])=[O:15])=[CH:13][C:8]=2[N:7]=[CH:6]1.[C:17](=O)([O-])O.[Na+]. The catalyst is CO. The product is [NH:5]1[C:9]2[CH:10]=[CH:11][C:12]([C:14]([O:16][CH3:17])=[O:15])=[CH:13][C:8]=2[N:7]=[CH:6]1. The yield is 0.900. (4) The reactants are [NH2:1][C:2]1[C:7]2[CH2:8][C:9]([CH3:12])([CH3:11])[O:10][C:6]=2[C:5]([C:13]([NH:15][CH2:16][C@@H:17]2[CH2:22][CH2:21][N:20](C(OC(C)(C)C)=O)[CH2:19][C@H:18]2[OH:30])=[O:14])=[CH:4][C:3]=1[Cl:31]. The catalyst is Cl.CC(O)C.CO. The product is [NH2:1][C:2]1[C:7]2[CH2:8][C:9]([CH3:11])([CH3:12])[O:10][C:6]=2[C:5]([C:13]([NH:15][CH2:16][C@@H:17]2[CH2:22][CH2:21][NH:20][CH2:19][C@H:18]2[OH:30])=[O:14])=[CH:4][C:3]=1[Cl:31]. The yield is 0.730. (5) The reactants are Br[CH2:2][CH2:3][S:4][C:5]1[S:6][CH:7]=[CH:8][CH:9]=1.[CH3:10][O:11][C:12]([C@H:14]1[CH2:19][CH2:18][C@H:17]([NH2:20])[CH2:16][CH2:15]1)=[O:13]. The catalyst is C(#N)C. The product is [CH3:10][O:11][C:12]([C@H:14]1[CH2:19][CH2:18][C@H:17]([NH:20][CH2:2][CH2:3][S:4][C:5]2[S:6][CH:7]=[CH:8][CH:9]=2)[CH2:16][CH2:15]1)=[O:13]. The yield is 0.680. (6) The reactants are [Cl:1][C:2]1[N:10]([CH2:11][C:12]2[CH:17]=[CH:16][C:15]([Cl:18])=[CH:14][CH:13]=2)[C:9]2[C:8](=[O:19])[NH:7][C:6](=[O:20])[NH:5][C:4]=2[N:3]=1.C(=O)([O-])[O-].[K+].[K+].[CH3:27][Si:28]([CH3:35])([CH3:34])[CH2:29][CH2:30][O:31][CH2:32]Cl. The catalyst is CN(C=O)C. The product is [Cl:1][C:2]1[N:10]([CH2:11][C:12]2[CH:13]=[CH:14][C:15]([Cl:18])=[CH:16][CH:17]=2)[C:9]2[C:8](=[O:19])[NH:7][C:6](=[O:20])[N:5]([CH2:32][O:31][CH2:30][CH2:29][Si:28]([CH3:35])([CH3:34])[CH3:27])[C:4]=2[N:3]=1. The yield is 0.392.